Dataset: Full USPTO retrosynthesis dataset with 1.9M reactions from patents (1976-2016). Task: Predict the reactants needed to synthesize the given product. Given the product [Cl:7][C:6]([Cl:8])=[C:5]([C:9]1[CH:10]=[CH:11][C:12]([C:15]([F:16])([F:17])[F:18])=[CH:13][CH:14]=1)[C:4]([OH:19])=[O:3], predict the reactants needed to synthesize it. The reactants are: C([O:3][C:4](=[O:19])[C:5]([C:9]1[CH:14]=[CH:13][C:12]([C:15]([F:18])([F:17])[F:16])=[CH:11][CH:10]=1)=[C:6]([Cl:8])[Cl:7])C.O1CCCC1.[OH-].[Li+].Cl.